This data is from Forward reaction prediction with 1.9M reactions from USPTO patents (1976-2016). The task is: Predict the product of the given reaction. (1) The product is: [Cl:1][C:2]1[N:3]=[CH:4][C:5]([NH2:15])=[C:6]([NH:8][C@@H:9]([CH3:14])[C:10]([F:13])([F:11])[F:12])[CH:7]=1. Given the reactants [Cl:1][C:2]1[CH:7]=[C:6]([NH:8][C@@H:9]([CH3:14])[C:10]([F:13])([F:12])[F:11])[C:5]([N+:15]([O-])=O)=[CH:4][N:3]=1, predict the reaction product. (2) Given the reactants [OH:1][C:2]1[CH:7]=[C:6]([O:8][CH2:9][O:10][CH3:11])[CH:5]=[CH:4][C:3]=1[C:12]([C:14]1[CH:19]=[CH:18][C:17]([O:20][CH2:21][C:22]2[N:23]=[C:24]([C:28]3[CH:33]=[CH:32][CH:31]=[CH:30][CH:29]=3)[O:25][C:26]=2[CH3:27])=[CH:16][CH:15]=1)=[O:13].Br[CH2:35][C:36]([O:38][CH2:39][CH3:40])=[O:37].C(=O)([O-])[O-].[K+].[K+].CN(C)C=O, predict the reaction product. The product is: [C:36]([O:38][CH2:39][CH2:40][O:1][C:2]1[CH:7]=[C:6]([O:8][CH2:9][O:10][CH3:11])[CH:5]=[CH:4][C:3]=1[C:12](=[O:13])[C:14]1[CH:15]=[CH:16][C:17]([O:20][CH2:21][C:22]2[N:23]=[C:24]([C:28]3[CH:29]=[CH:30][CH:31]=[CH:32][CH:33]=3)[O:25][C:26]=2[CH3:27])=[CH:18][CH:19]=1)(=[O:37])[CH3:35]. (3) The product is: [CH2:26]([N:28]1[CH2:29][CH2:30][N:31]([C:34]2[CH:40]=[CH:39][C:37]([NH:38][C:2]3[C:11]4=[N:12][NH:13][CH:14]=[C:10]4[C:9]4[CH:8]=[CH:7][CH:6]=[C:5]([O:24][CH3:25])[C:4]=4[N:3]=3)=[CH:36][CH:35]=2)[CH2:32][CH2:33]1)[CH3:27]. Given the reactants Cl[C:2]1[C:11]2=[N:12][N:13](CC3C=CC(OC)=CC=3)[CH:14]=[C:10]2[C:9]2[CH:8]=[CH:7][CH:6]=[C:5]([O:24][CH3:25])[C:4]=2[N:3]=1.[CH2:26]([N:28]1[CH2:33][CH2:32][N:31]([C:34]2[CH:40]=[CH:39][C:37]([NH2:38])=[CH:36][CH:35]=2)[CH2:30][CH2:29]1)[CH3:27].Cl, predict the reaction product. (4) The product is: [CH2:2]([Br:4])[CH3:3].[NH2:14][C:15]1[S:16][C:17]([C:20]([NH:8][C:7]2[C:9]([CH3:13])=[CH:10][CH:11]=[CH:12][C:6]=2[Cl:5])=[O:21])=[CH:18][N:19]=1. Given the reactants [Mg].[CH2:2]([Br:4])[CH3:3].[Cl:5][C:6]1[CH:12]=[CH:11][CH:10]=[C:9]([CH3:13])[C:7]=1[NH2:8].[NH2:14][C:15]1[S:16][C:17]([C:20](OCC)=[O:21])=[CH:18][N:19]=1.[Cl-].[NH4+], predict the reaction product. (5) Given the reactants [CH2:1]([O:8][C:9]1[CH:14]=[CH:13][C:12]([CH2:15][C:16](Cl)=O)=[CH:11][CH:10]=1)[C:2]1[CH:7]=[CH:6][CH:5]=[CH:4][CH:3]=1.[P:19]([O:26]CC)([O:23][CH2:24][CH3:25])[O:20][CH2:21][CH3:22].Cl.[NH2:30][OH:31], predict the reaction product. The product is: [CH2:1]([O:8][C:9]1[CH:10]=[CH:11][C:12]([CH2:15][C:16]([P:19](=[O:26])([O:23][CH2:24][CH3:25])[O:20][CH2:21][CH3:22])=[N:30][OH:31])=[CH:13][CH:14]=1)[C:2]1[CH:3]=[CH:4][CH:5]=[CH:6][CH:7]=1. (6) The product is: [Cl:6][C:7]1[CH:8]=[CH:9][C:10]([CH2:13][C:14]2[CH:15]=[CH:16][N:17]=[CH:18][CH:19]=2)=[CH:11][C:12]=1[S:2]([Cl:1])(=[O:5])=[O:3]. Given the reactants [Cl:1][S:2]([OH:5])(=O)=[O:3].[Cl:6][C:7]1[CH:12]=[CH:11][C:10]([CH2:13][C:14]2[CH:19]=[CH:18][N:17]=[CH:16][CH:15]=2)=[CH:9][CH:8]=1.[Cl-].[Na+], predict the reaction product.